From a dataset of Full USPTO retrosynthesis dataset with 1.9M reactions from patents (1976-2016). Predict the reactants needed to synthesize the given product. Given the product [Cl:29][C:18]1[CH:17]=[C:16]([NH:15][C:7]2[C:6]3[C:11](=[CH:12][CH:13]=[CH:14][C:5]=3[O:4][CH2:3][C@H:2]([NH:1][C:33](=[O:34])[C@H:32]([OH:31])[CH2:37][CH2:36][OH:35])[CH3:30])[N:10]=[CH:9][N:8]=2)[CH:21]=[CH:20][C:19]=1[O:22][CH2:23][C:24]1[N:25]=[CH:26][S:27][CH:28]=1, predict the reactants needed to synthesize it. The reactants are: [NH2:1][C@H:2]([CH3:30])[CH2:3][O:4][C:5]1[CH:14]=[CH:13][CH:12]=[C:11]2[C:6]=1[C:7]([NH:15][C:16]1[CH:21]=[CH:20][C:19]([O:22][CH2:23][C:24]3[N:25]=[CH:26][S:27][CH:28]=3)=[C:18]([Cl:29])[CH:17]=1)=[N:8][CH:9]=[N:10]2.[OH:31][C@@H:32]1[CH2:37][CH2:36][O:35][C:33]1=[O:34].